This data is from Retrosynthesis with 50K atom-mapped reactions and 10 reaction types from USPTO. The task is: Predict the reactants needed to synthesize the given product. (1) The reactants are: CC(C)(C)[Si](C)(C)O[C@H]1CC[C@H](N2CCCCC2=O)CC1. Given the product O=C1CCCCN1[C@H]1CC[C@H](O)CC1, predict the reactants needed to synthesize it. (2) The reactants are: CC(=O)c1cc(Cl)ccc1O.CN1CCN(S(=O)(=O)c2cccc(C(=O)NN)c2)CC1. Given the product C/C(=N\NC(=O)c1cccc(S(=O)(=O)N2CCN(C)CC2)c1)c1cc(Cl)ccc1O, predict the reactants needed to synthesize it. (3) Given the product c1ccc2c(OC3CCCC3)c3ccccc3cc2c1, predict the reactants needed to synthesize it. The reactants are: Brc1c2ccccc2cc2ccccc12.OC1CCCC1. (4) Given the product COc1ccccc1-c1ncccc1CO, predict the reactants needed to synthesize it. The reactants are: COc1ccccc1B(O)O.OCc1cccnc1Cl. (5) Given the product CCOC(=O)c1cc(-c2ccccc2)n(-c2cccc(N(C)C)c2)c1C, predict the reactants needed to synthesize it. The reactants are: CCOC(=O)C(CC(=O)c1ccccc1)C(C)=O.CN(C)c1cccc(N)c1. (6) Given the product N#Cc1cc2nnc(N3CCOCC3)n2cc1-c1ccc(Cl)cc1Cl, predict the reactants needed to synthesize it. The reactants are: C1COCCN1.N#Cc1cc2nnc(Cl)n2cc1-c1ccc(Cl)cc1Cl. (7) Given the product O=C(CBr)N1CCC2(C=Cc3ccccc32)CC1, predict the reactants needed to synthesize it. The reactants are: C1=CC2(CCNCC2)c2ccccc21.O=C(Br)CBr.